From a dataset of Catalyst prediction with 721,799 reactions and 888 catalyst types from USPTO. Predict which catalyst facilitates the given reaction. (1) Reactant: [F:1][C:2]([F:49])([F:48])[CH2:3][CH2:4][C@@H:5]([C:21](=[O:47])[NH:22][C@@H:23]1[C:29](=[O:30])[N:28]([C:31]2[CH:36]=[CH:35][CH:34]=[CH:33][N:32]=2)[C:27]2[CH:37]=[CH:38][CH:39]=[CH:40][C:26]=2[C:25]([C:41]2[CH:46]=[CH:45][CH:44]=[CH:43][CH:42]=2)=[N:24]1)[C@H:6]([CH2:14][CH2:15][CH2:16][C:17]([F:20])([F:19])[F:18])[C:7]([O:9]C(C)(C)C)=[O:8].C(O)(C(F)(F)F)=O. Product: [F:48][C:2]([F:1])([F:49])[CH2:3][CH2:4][C@@H:5]([C:21](=[O:47])[NH:22][C@@H:23]1[C:29](=[O:30])[N:28]([C:31]2[CH:36]=[CH:35][CH:34]=[CH:33][N:32]=2)[C:27]2[CH:37]=[CH:38][CH:39]=[CH:40][C:26]=2[C:25]([C:41]2[CH:46]=[CH:45][CH:44]=[CH:43][CH:42]=2)=[N:24]1)[C@H:6]([CH2:14][CH2:15][CH2:16][C:17]([F:20])([F:18])[F:19])[C:7]([OH:9])=[O:8]. The catalyst class is: 2. (2) Reactant: [NH2:1][C:2]1[CH:7]=[C:6]([CH3:8])[CH:5]=[CH:4][C:3]=1[OH:9].[Cl-].[CH3:11]N(C=NC=[N+](C)C)C. Product: [CH3:8][C:6]1[CH:5]=[CH:4][C:3]2[O:9][CH:11]=[N:1][C:2]=2[CH:7]=1. The catalyst class is: 12. (3) Reactant: Cl.[O:2]=[C:3]1[NH:11][C:6]2=[N:7][CH:8]=[CH:9][CH:10]=[C:5]2[C:4]21[CH2:19][C:18]1[C:13](=[CH:14][CH:15]=[C:16]([NH:20][C:21]3[N:26]=[CH:25][N:24]=[C:23]([C:27](O)=[O:28])[CH:22]=3)[CH:17]=1)[CH2:12]2.[F:30][C:31]1[CH:32]=[C:33]([C@@H:38]2[CH2:43][CH2:42][C:41]([CH3:45])([CH3:44])[CH2:40][NH:39]2)[CH:34]=[C:35]([F:37])[CH:36]=1.CCN(C(C)C)C(C)C.CN(C(ON1N=NC2C=CC=NC1=2)=[N+](C)C)C.F[P-](F)(F)(F)(F)F. Product: [F:37][C:35]1[CH:34]=[C:33]([C@@H:38]2[CH2:43][CH2:42][C:41]([CH3:45])([CH3:44])[CH2:40][N:39]2[C:27]([C:23]2[N:24]=[CH:25][N:26]=[C:21]([NH:20][C:16]3[CH:17]=[C:18]4[C:13](=[CH:14][CH:15]=3)[CH2:12][C:4]3([C:5]5[C:6](=[N:7][CH:8]=[CH:9][CH:10]=5)[NH:11][C:3]3=[O:2])[CH2:19]4)[CH:22]=2)=[O:28])[CH:32]=[C:31]([F:30])[CH:36]=1. The catalyst class is: 3.